This data is from Reaction yield outcomes from USPTO patents with 853,638 reactions. The task is: Predict the reaction yield, written as a fraction of the theoretical maximum amount of product (1.0 means a 100% yield; for example, 0.34 means a 34% yield). (1) The yield is 0.530. The product is [CH3:39][C:38]1[O:37][N:36]=[C:35]([C:40]2[CH:41]=[CH:42][CH:43]=[CH:44][CH:45]=2)[C:34]=1[C:31]1[CH:32]=[CH:33][C:28]([C:27]([NH:26][CH2:25][CH:21]2[O:22][CH2:23][CH2:24][NH:19][CH2:20]2)=[O:46])=[CH:29][CH:30]=1. The catalyst is ClCCl.[Fe](Cl)Cl. The reactants are ClC1C=C(C=CC=1)C(OO)=O.C([N:19]1[CH2:24][CH2:23][O:22][CH:21]([CH2:25][NH:26][C:27](=[O:46])[C:28]2[CH:33]=[CH:32][C:31]([C:34]3[C:35]([C:40]4[CH:45]=[CH:44][CH:43]=[CH:42][CH:41]=4)=[N:36][O:37][C:38]=3[CH3:39])=[CH:30][CH:29]=2)[CH2:20]1)C1C=CC=CC=1.N. (2) The reactants are [NH2:1][C:2]1[CH:3]=[CH:4][CH:5]=[C:6]2[C:11]=1[N:10]=[CH:9][CH:8]=[CH:7]2.[Cl:12][C:13]1[CH:18]=[CH:17][C:16]([S:19](Cl)(=[O:21])=[O:20])=[C:15]([F:23])[CH:14]=1. The catalyst is CN(C1C=CN=CC=1)C. The product is [Cl:12][C:13]1[CH:18]=[CH:17][C:16]([S:19]([NH:1][C:2]2[CH:3]=[CH:4][CH:5]=[C:6]3[C:11]=2[N:10]=[CH:9][CH:8]=[CH:7]3)(=[O:20])=[O:21])=[C:15]([F:23])[CH:14]=1. The yield is 0.820. (3) The reactants are [C:1]1([C:7]2[N:8]([C:19]3[CH:27]=[CH:26][C:22]([C:23](O)=[O:24])=[CH:21][CH:20]=3)[C:9]([CH2:12][CH2:13][C:14]3[NH:18][N:17]=[N:16][N:15]=3)=[CH:10][CH:11]=2)[CH:6]=[CH:5][CH:4]=[CH:3][CH:2]=1.CC[N:30]=C=NCCCN(C)C.C1C=C2N=NN(O)C2=CC=1.O.CCN(C(C)C)C(C)C. The catalyst is CN(C=O)C.C(Cl)Cl.C(O)(=O)CC(CC(O)=O)(C(O)=O)O. The product is [C:1]1([C:7]2[N:8]([C:19]3[CH:27]=[CH:26][C:22]([C:23]([NH2:30])=[O:24])=[CH:21][CH:20]=3)[C:9]([CH2:12][CH2:13][C:14]3[NH:18][N:17]=[N:16][N:15]=3)=[CH:10][CH:11]=2)[CH:6]=[CH:5][CH:4]=[CH:3][CH:2]=1. The yield is 0.300.